This data is from Reaction yield outcomes from USPTO patents with 853,638 reactions. The task is: Predict the reaction yield, written as a fraction of the theoretical maximum amount of product (1.0 means a 100% yield; for example, 0.34 means a 34% yield). (1) The yield is 0.590. The product is [Cl:21][C:11]1[CH:12]=[C:13]([C:14]2[CH:19]=[CH:18][CH:17]=[C:16]([CH3:20])[CH:15]=2)[C:7]2[O:6][CH:5]([CH2:4][NH2:1])[CH2:9][C:8]=2[CH:10]=1. The reactants are [N:1]([CH2:4][CH:5]1[CH2:9][C:8]2[CH:10]=[C:11]([Cl:21])[CH:12]=[C:13]([C:14]3[CH:19]=[CH:18][CH:17]=[C:16]([CH3:20])[CH:15]=3)[C:7]=2[O:6]1)=[N+]=[N-]. The catalyst is [Pt]. (2) The yield is 0.440. The reactants are [NH2:1][C:2]1([C:7]([NH:9][CH:10]2[CH2:16][CH2:15][C:14]3[CH:17]=[CH:18][CH:19]=[CH:20][C:13]=3[N:12]3[CH:21]=[CH:22][N:23]=[C:11]23)=[O:8])[CH2:6][CH2:5][CH2:4][CH2:3]1.[Cl:24][C:25]1[CH:33]=[CH:32][C:28]([C:29](O)=[O:30])=[CH:27][CH:26]=1.Cl.CN(C)CCCN=C=NCC.ON1C2C=CC=CC=2N=N1.C(N(C(C)C)CC)(C)C. The catalyst is O1CCCC1.CCOC(C)=O. The product is [Cl:24][C:25]1[CH:33]=[CH:32][C:28]([C:29]([NH:1][C:2]2([C:7](=[O:8])[NH:9][CH:10]3[CH2:16][CH2:15][C:14]4[CH:17]=[CH:18][CH:19]=[CH:20][C:13]=4[N:12]4[CH:21]=[CH:22][N:23]=[C:11]34)[CH2:3][CH2:4][CH2:5][CH2:6]2)=[O:30])=[CH:27][CH:26]=1. (3) The reactants are [C:1]([C:3]1[CH:11]=[CH:10][C:6]([C:7](Cl)=[O:8])=[CH:5][CH:4]=1)#[N:2].[OH:12][C:13]([C:23]1[CH:28]=[CH:27][C:26]([N+:29]([O-])=O)=[CH:25][CH:24]=1)([CH3:22])[CH2:14][NH:15][S:16]([CH:19]([CH3:21])[CH3:20])(=[O:18])=[O:17].C(N(CC)CC)C.O. The catalyst is C1COCC1. The product is [C:1]([C:3]1[CH:11]=[CH:10][C:6]([C:7]([NH:29][C:26]2[CH:25]=[CH:24][C:23]([C:13]([OH:12])([CH3:22])[CH2:14][NH:15][S:16]([CH:19]([CH3:20])[CH3:21])(=[O:18])=[O:17])=[CH:28][CH:27]=2)=[O:8])=[CH:5][CH:4]=1)#[N:2]. The yield is 0.550.